This data is from Catalyst prediction with 721,799 reactions and 888 catalyst types from USPTO. The task is: Predict which catalyst facilitates the given reaction. (1) Reactant: [NH2:1][CH2:2][C@@H:3]1[CH2:7][C@@H:6]([F:8])[CH2:5][N:4]1[C:9]([NH:11][C:12]1[C:20]2[C:15](=[CH:16][CH:17]=[CH:18][CH:19]=2)[N:14]([C:21]([NH2:23])=[O:22])[CH:13]=1)=[O:10].[F:24][C:25]1[CH:30]=[CH:29][CH:28]=[CH:27][C:26]=1[S:31](Cl)(=[O:33])=[O:32].C(N(CC)CC)C.O. Product: [F:8][C@H:6]1[CH2:5][N:4]([C:9]([NH:11][C:12]2[C:20]3[C:15](=[CH:16][CH:17]=[CH:18][CH:19]=3)[N:14]([C:21]([NH2:23])=[O:22])[CH:13]=2)=[O:10])[C@H:3]([CH2:2][NH:1][S:31]([C:26]2[CH:27]=[CH:28][CH:29]=[CH:30][C:25]=2[F:24])(=[O:33])=[O:32])[CH2:7]1. The catalyst class is: 2. (2) Reactant: [CH3:1][N:2]([CH2:18][CH2:19][NH:20][S:21]([C:24]1[CH:29]=[C:28]([S:30]([C:33]2[CH:38]=[CH:37][CH:36]=[CH:35][CH:34]=2)(=[O:32])=[O:31])[CH:27]=[CH:26][C:25]=1[C:39]([F:42])([F:41])[F:40])(=[O:23])=[O:22])[C:3]([C:5]1[CH:17]=[CH:16][C:8]([CH2:9][P:10](=[O:15])([O:13]C)[O:11]C)=[CH:7][CH:6]=1)=[O:4].I[Si](C)(C)C. The catalyst class is: 2. Product: [CH3:1][N:2]([CH2:18][CH2:19][NH:20][S:21]([C:24]1[CH:29]=[C:28]([S:30]([C:33]2[CH:38]=[CH:37][CH:36]=[CH:35][CH:34]=2)(=[O:32])=[O:31])[CH:27]=[CH:26][C:25]=1[C:39]([F:42])([F:40])[F:41])(=[O:22])=[O:23])[C:3]([C:5]1[CH:6]=[CH:7][C:8]([CH2:9][P:10](=[O:11])([OH:13])[OH:15])=[CH:16][CH:17]=1)=[O:4]. (3) Reactant: [Cl:1][C:2]1[S:6][C:5]([C:7]([NH:9][CH2:10][C@@H:11]2[O:15][C:14](=[O:16])[N:13]([C:17]3[CH:22]=[C:21]([CH3:23])[C:20]([N:24]4[CH:29]=[CH:28][CH:27]=[C:26]([OH:30])[C:25]4=[O:31])=[C:19]([CH3:32])[CH:18]=3)[CH2:12]2)=[O:8])=[CH:4][CH:3]=1.Br[CH2:34][CH2:35][Cl:36].C(=O)([O-])[O-].[Cs+].[Cs+].O. Product: [Cl:1][C:2]1[S:6][C:5]([C:7]([NH:9][CH2:10][C@@H:11]2[O:15][C:14](=[O:16])[N:13]([C:17]3[CH:22]=[C:21]([CH3:23])[C:20]([N:24]4[CH:29]=[CH:28][CH:27]=[C:26]([O:30][CH2:34][CH2:35][Cl:36])[C:25]4=[O:31])=[C:19]([CH3:32])[CH:18]=3)[CH2:12]2)=[O:8])=[CH:4][CH:3]=1. The catalyst class is: 60. (4) Reactant: F[C:2]1[CH:9]=[CH:8][CH:7]=[CH:6][C:3]=1[C:4]#[N:5].[CH3:10][C@@H:11]1[C@@H:16]([NH2:17])[CH2:15][C@@H:14]2[CH2:18][C@H:12]1[C:13]2([CH3:20])[CH3:19].C(N(CC)CC)C. Product: [CH3:10][C@@H:11]1[C@@H:16]([NH:17][C:2]2[CH:9]=[CH:8][CH:7]=[CH:6][C:3]=2[C:4]#[N:5])[CH2:15][C@@H:14]2[CH2:18][C@H:12]1[C:13]2([CH3:19])[CH3:20]. The catalyst class is: 148. (5) Reactant: [CH3:1][N:2]([CH3:27])[CH2:3][CH2:4][N:5]1[C:9]2[CH:10]=[CH:11][C:12]([S:14]([C@H:17]3[CH2:21][CH2:20][NH:19][CH2:18]3)(=[O:16])=[O:15])=[CH:13][C:8]=2[N:7]=[C:6]1[CH2:22][C:23]([CH3:26])([CH3:25])[CH3:24].C=O.[CH:30](O)=O. Product: [CH3:1][N:2]([CH3:27])[CH2:3][CH2:4][N:5]1[C:9]2[CH:10]=[CH:11][C:12]([S:14]([C@H:17]3[CH2:21][CH2:20][N:19]([CH3:30])[CH2:18]3)(=[O:15])=[O:16])=[CH:13][C:8]=2[N:7]=[C:6]1[CH2:22][C:23]([CH3:24])([CH3:26])[CH3:25]. The catalyst class is: 12.